This data is from Reaction yield outcomes from USPTO patents with 853,638 reactions. The task is: Predict the reaction yield, written as a fraction of the theoretical maximum amount of product (1.0 means a 100% yield; for example, 0.34 means a 34% yield). The reactants are [Br:1][C:2]1[CH:3]=[CH:4][C:5]([CH3:13])=[C:6]2[C:10]=1[C:9](=[O:11])[CH:8]([CH3:12])[CH2:7]2.[BH4-].[Na+].Cl.[OH-].[K+].[CH3:19]I. The catalyst is C1COCC1.O.CO. The product is [Br:1][C:2]1[CH:3]=[CH:4][C:5]([CH3:13])=[C:6]2[C:10]=1[CH:9]([O:11][CH3:19])[CH:8]([CH3:12])[CH2:7]2. The yield is 0.920.